From a dataset of Blood-brain barrier permeability classification from the B3DB database. Regression/Classification. Given a drug SMILES string, predict its absorption, distribution, metabolism, or excretion properties. Task type varies by dataset: regression for continuous measurements (e.g., permeability, clearance, half-life) or binary classification for categorical outcomes (e.g., BBB penetration, CYP inhibition). Dataset: b3db_classification. (1) The drug is O[C@@H](c1cc(C(F)(F)F)nc2c(C(F)(F)F)cccc12)[C@@H]1CCCCN1. The result is 1 (penetrates BBB). (2) The compound is CN1C(=O)CNC(C2=CCCCC2)c2cc(Cl)ccc21. The result is 1 (penetrates BBB). (3) The molecule is O=C(CCCN1CCCN(c2ccc(Cl)cc2)CC1)c1ccc(F)cc1. The result is 1 (penetrates BBB). (4) The drug is C[C@](O)(CNC(=O)C(=O)Nc1cccc(C(F)(F)F)c1)c1cc2ccccc2o1. The result is 1 (penetrates BBB). (5) The drug is CON=C(C(=O)NC1C(=O)N2C(C(=O)O)=C(CSC(=O)c3ccco3)CSC12)c1csc(N)n1. The result is 0 (does not penetrate BBB). (6) The drug is CCC(=O)NCC[C@@H]1CCc2ccc3c(c21)CCO3. The result is 1 (penetrates BBB).